This data is from Forward reaction prediction with 1.9M reactions from USPTO patents (1976-2016). The task is: Predict the product of the given reaction. Given the reactants [Br:1][C:2]1[CH:11]=[C:10]2[C:5]([CH2:6][CH2:7][CH2:8][C:9]2=[O:12])=[CH:4][CH:3]=1.[BH4-].[Na+], predict the reaction product. The product is: [Br:1][C:2]1[CH:11]=[C:10]2[C:5]([CH2:6][CH2:7][CH2:8][CH:9]2[OH:12])=[CH:4][CH:3]=1.